Dataset: TCR-epitope binding with 47,182 pairs between 192 epitopes and 23,139 TCRs. Task: Binary Classification. Given a T-cell receptor sequence (or CDR3 region) and an epitope sequence, predict whether binding occurs between them. (1) The epitope is EILDITPCSF. The TCR CDR3 sequence is CASSLEGGTDTQYF. Result: 0 (the TCR does not bind to the epitope). (2) The epitope is YLQPRTFLL. The TCR CDR3 sequence is CASSYGSGRLYEQYF. Result: 0 (the TCR does not bind to the epitope).